From a dataset of NCI-60 drug combinations with 297,098 pairs across 59 cell lines. Regression. Given two drug SMILES strings and cell line genomic features, predict the synergy score measuring deviation from expected non-interaction effect. Drug 1: CC1C(C(=O)NC(C(=O)N2CCCC2C(=O)N(CC(=O)N(C(C(=O)O1)C(C)C)C)C)C(C)C)NC(=O)C3=C4C(=C(C=C3)C)OC5=C(C(=O)C(=C(C5=N4)C(=O)NC6C(OC(=O)C(N(C(=O)CN(C(=O)C7CCCN7C(=O)C(NC6=O)C(C)C)C)C)C(C)C)C)N)C. Drug 2: C(CC(=O)O)C(=O)CN.Cl. Cell line: LOX IMVI. Synergy scores: CSS=26.2, Synergy_ZIP=3.91, Synergy_Bliss=10.3, Synergy_Loewe=5.70, Synergy_HSA=10.3.